Dataset: Forward reaction prediction with 1.9M reactions from USPTO patents (1976-2016). Task: Predict the product of the given reaction. (1) Given the reactants [CH3:1][C:2]1[CH:7]=[CH:6][CH:5]=[CH:4][C:3]=1[C:8]1[C:12]([C:13]([OH:15])=O)=[CH:11][O:10][N:9]=1.CN(C(ON1N=NC2C=CC=CC1=2)=[N+](C)C)C.[B-](F)(F)(F)F.Cl.[NH:39]1[CH2:44][CH2:43][CH2:42][C@@H:41]([C:45]([OH:48])([CH3:47])[CH3:46])[CH2:40]1.CCN(CC)CC, predict the reaction product. The product is: [CH3:1][C:2]1[CH:7]=[CH:6][CH:5]=[CH:4][C:3]=1[C:8]1[C:12]([C:13]([N:39]2[CH2:44][CH2:43][CH2:42][C@@H:41]([C:45]([OH:48])([CH3:47])[CH3:46])[CH2:40]2)=[O:15])=[CH:11][O:10][N:9]=1. (2) Given the reactants [Cl:1][C:2]1[CH:9]=[CH:8][C:5]([C:6]#[N:7])=[C:4](F)[CH:3]=1.[CH:11]([CH3:14])([CH3:13])[CH3:12].C([OH:19])CCC, predict the reaction product. The product is: [C:11]([O:19][C:4]1[CH:3]=[C:2]([Cl:1])[CH:9]=[CH:8][C:5]=1[CH2:6][NH2:7])([CH3:14])([CH3:13])[CH3:12]. (3) Given the reactants C(OC([NH:8][C:9]1[CH:14]=[CH:13][N:12]=[CH:11][C:10]=1/[CH:15]=[CH:16]/[C:17]1[C:25]2[C:20](=[CH:21][CH:22]=[C:23]([CH:26]=[O:27])[CH:24]=2)[NH:19][N:18]=1)=O)(C)(C)C.FC(F)(F)C(O)=O.[OH-].[Na+], predict the reaction product. The product is: [NH2:8][C:9]1[CH:14]=[CH:13][N:12]=[CH:11][C:10]=1/[CH:15]=[CH:16]/[C:17]1[C:25]2[C:20](=[CH:21][CH:22]=[C:23]([CH:26]=[O:27])[CH:24]=2)[NH:19][N:18]=1. (4) Given the reactants Cl.[Cl:2][C:3]1[CH:8]=[CH:7][CH:6]=[CH:5][C:4]=1[C:9]1[N:10]=[C:11]([N:14]2[CH2:19][CH2:18][N:17](C(OC(C)(C)C)=O)[CH2:16][CH2:15]2)[S:12][CH:13]=1, predict the reaction product. The product is: [Cl:2][C:3]1[CH:8]=[CH:7][CH:6]=[CH:5][C:4]=1[C:9]1[N:10]=[C:11]([N:14]2[CH2:15][CH2:16][NH:17][CH2:18][CH2:19]2)[S:12][CH:13]=1. (5) The product is: [C@H:12]([O:1][C:2]1[CH:3]=[C:4]([CH:7]=[CH:8][C:9]=1[O:10][CH3:11])[CH:5]=[O:6])([CH2:13][CH3:14])[CH3:17]. Given the reactants [OH:1][C:2]1[CH:3]=[C:4]([CH:7]=[CH:8][C:9]=1[O:10][CH3:11])[CH:5]=[O:6].[CH:12]1[CH:17]=CC(P([C:12]2[CH:17]=CC=[CH:14][CH:13]=2)[C:12]2[CH:17]=CC=[CH:14][CH:13]=2)=[CH:14][CH:13]=1.C[C@H](O)CC, predict the reaction product.